Dataset: Peptide-MHC class I binding affinity with 185,985 pairs from IEDB/IMGT. Task: Regression. Given a peptide amino acid sequence and an MHC pseudo amino acid sequence, predict their binding affinity value. This is MHC class I binding data. (1) The peptide sequence is IIMEEGNSI. The MHC is HLA-B07:02 with pseudo-sequence HLA-B07:02. The binding affinity (normalized) is 0.354. (2) The peptide sequence is RMYGISPWT. The MHC is HLA-A69:01 with pseudo-sequence HLA-A69:01. The binding affinity (normalized) is 0.0847. (3) The peptide sequence is PYNTPTFAI. The MHC is Mamu-B1001 with pseudo-sequence Mamu-B1001. The binding affinity (normalized) is 0.171. (4) The peptide sequence is KPCIKVATV. The MHC is HLA-B35:01 with pseudo-sequence HLA-B35:01. The binding affinity (normalized) is 0. (5) The peptide sequence is SLIYYQNEV. The MHC is HLA-B53:01 with pseudo-sequence HLA-B53:01. The binding affinity (normalized) is 0. (6) The peptide sequence is LVLLILMTAR. The MHC is HLA-A68:01 with pseudo-sequence HLA-A68:01. The binding affinity (normalized) is 0.185.